Dataset: Antibody developability classification from SAbDab with 2,409 antibodies. Task: Regression/Classification. Given an antibody's heavy chain and light chain sequences, predict its developability. TAP uses regression for 5 developability metrics; SAbDab uses binary classification. (1) The antibody is ['QVQLQQSGTELVMPGASVKMSCKASGYTFTDYWMHWVKQRPGQGLEWIGSIDPSDSYTSHNEKFKGKATLTVDESSSTAYMQLSSLTSEDSAVYFCSRSGYGYYAMEYWGQGTSVTVSS', 'DIVLTQSPAILSVSPGERVSFSCRASQNIGTSIHWYQQRTNESPRLIIKYASESISGIPSRFSGSGSGTDFTLSINSVESEDIADYYCQQSNTWPYTFGGGTKLELK']. Result: 0 (not developable). (2) The antibody is ['LVQLQQPGAELVKPGASVKMSCKASGYTFTSYNMHWVKQTPGQGLEWIGVIYPGNGDTSYSQKFKGKATLTADKSSSTAYMQLSSLTSEDSAVYYCSRGGAGIMAYWGQGTSVTVSS', 'QAVVTQESALTTSPGETVTLTCRSSTGAVTTSNYANWVQEKPDHLFTGLIGGTNNRAPGVPARFSGSLIGDKAALTITGAQTEDEAIYFCALWYSNHLVFGGGTKLTVL']. Result: 0 (not developable).